From a dataset of Full USPTO retrosynthesis dataset with 1.9M reactions from patents (1976-2016). Predict the reactants needed to synthesize the given product. (1) Given the product [CH3:1][O:2][C:3]([C:5]1[S:6][C:7]([C:13](=[O:30])[CH:14]=[C:15]([C:21]2[CH:26]=[C:25]([Cl:27])[C:24]([F:28])=[C:23]([Cl:29])[CH:22]=2)[C:16]([F:19])([F:18])[F:17])=[C:8]2[CH2:12][CH2:11][CH2:10][C:9]=12)=[O:4], predict the reactants needed to synthesize it. The reactants are: [CH3:1][O:2][C:3]([C:5]1[S:6][C:7]([C:13](=[O:30])[CH2:14][C:15]([C:21]2[CH:26]=[C:25]([Cl:27])[C:24]([F:28])=[C:23]([Cl:29])[CH:22]=2)(O)[C:16]([F:19])([F:18])[F:17])=[C:8]2[CH2:12][CH2:11][CH2:10][C:9]=12)=[O:4].O=S(Cl)Cl.N1C=CC=CC=1. (2) The reactants are: [O:1]1[C:7]2[CH:8]=[CH:9][CH:10]=[CH:11][C:6]=2[C:5](=O)[CH2:4][CH2:3][CH2:2]1.Cl.[NH2:14][OH:15]. Given the product [O:1]1[C:7]2[CH:8]=[CH:9][CH:10]=[CH:11][C:6]=2[C:5](=[N:14][OH:15])[CH2:4][CH2:3][CH2:2]1, predict the reactants needed to synthesize it. (3) Given the product [CH3:3][C:4]1[O:8][C:7]([C:9]2[CH:33]=[CH:32][C:12]([O:13][C:14]3[CH:15]=[C:16]([CH:21]=[C:22]([O:24][C@@H:25]4[CH2:29][CH2:28][N:27]([CH3:30])[C:26]4=[O:31])[CH:23]=3)[C:17]([OH:19])=[O:18])=[CH:11][CH:10]=2)=[N:6][N:5]=1, predict the reactants needed to synthesize it. The reactants are: [OH-].[Na+].[CH3:3][C:4]1[O:8][C:7]([C:9]2[CH:33]=[CH:32][C:12]([O:13][C:14]3[CH:15]=[C:16]([CH:21]=[C:22]([O:24][C@@H:25]4[CH2:29][CH2:28][N:27]([CH3:30])[C:26]4=[O:31])[CH:23]=3)[C:17]([O:19]C)=[O:18])=[CH:11][CH:10]=2)=[N:6][N:5]=1. (4) Given the product [Cl:15][C:16]1[CH:22]=[CH:21][CH:20]=[C:19]([Cl:23])[C:17]=1[NH:18][C:9]([C:4]1[CH:3]=[CH:2][NH:1][N:5]=1)=[O:10], predict the reactants needed to synthesize it. The reactants are: [N:1]1[N:5]2[C:9](=[O:10])[C:4]3[N:5]([N:1]=[CH:2][CH:3]=3)[C:9](=[O:10])[C:4]2=[CH:3][CH:2]=1.[Cl:15][C:16]1[CH:22]=[CH:21][CH:20]=[C:19]([Cl:23])[C:17]=1[NH2:18]. (5) Given the product [Cl:25][C:22]1[CH:21]=[CH:20][C:19]([S:16]([C:5]2[C:4]3[C:8](=[CH:9][CH:10]=[CH:2][C:3]=3[NH:40][CH2:39][CH3:38])[N:7]([CH2:11][C:12]([OH:14])=[O:13])[C:6]=2[CH3:15])(=[O:17])=[O:18])=[CH:24][CH:23]=1, predict the reactants needed to synthesize it. The reactants are: Cl[C:2]1[C:3](C#N)=[C:4]2[C:8](=[CH:9][CH:10]=1)[N:7]([CH2:11][C:12]([OH:14])=[O:13])[C:6]([CH3:15])=[C:5]2[S:16]([C:19]1[CH:24]=[CH:23][C:22]([Cl:25])=[CH:21][CH:20]=1)(=[O:18])=[O:17].ClC1C=CC(S([C:38]2C3C(=CC=CC=3NS(C)(=O)=O)[N:40](CC(O)=O)[C:39]=2C)(=O)=O)=CC=1.ClC1C=CC(SC2C3C(=CC=C(C)C=3)NC=2C)=CC=1. (6) Given the product [NH2:5][C:4]1[C:3]2[C:6]3[O:10][CH:11]4[CH2:16][CH2:15][CH2:14][CH2:13][CH:12]4[C:7]=3[CH:8]=[CH:9][C:2]=2[N:1]=[C:18]([CH3:25])[C:19]=1[C:20]([O:22][CH2:23][CH3:24])=[O:21], predict the reactants needed to synthesize it. The reactants are: [NH2:1][C:2]1[CH:9]=[CH:8][CH:7]=[C:6]([O:10][CH:11]2[CH2:16][CH2:15][CH2:14][CH:13]=[CH:12]2)[C:3]=1[C:4]#[N:5].O=[C:18]([CH3:25])[CH2:19][C:20]([O:22][CH2:23][CH3:24])=[O:21]. (7) Given the product [C:1]([NH:4][C:5]1[CH:10]=[CH:9][C:8]([O:11][CH2:28][C@@:25]([OH:29])([CH3:26])[C:24]([NH:23][C:16]2[CH:17]=[CH:18][C:19]([N+:20]([O-:22])=[O:21])=[C:14]([CH3:13])[CH:15]=2)=[O:30])=[CH:7][C:6]=1[F:12])(=[O:3])[CH3:2], predict the reactants needed to synthesize it. The reactants are: [C:1]([NH:4][C:5]1[CH:10]=[CH:9][C:8]([OH:11])=[CH:7][C:6]=1[F:12])(=[O:3])[CH3:2].[CH3:13][C:14]1[CH:15]=[C:16]([NH:23][C:24](=[O:30])[C@:25]([OH:29])([CH3:28])[CH2:26]Br)[CH:17]=[CH:18][C:19]=1[N+:20]([O-:22])=[O:21]. (8) Given the product [CH3:38][C:18]1[CH:17]=[C:16]([NH:15][C:12]([NH:13][C:8](=[O:9])[CH2:7][C:1]2[CH:6]=[CH:5][CH:4]=[CH:3][CH:2]=2)=[S:11])[CH:37]=[CH:36][C:19]=1[O:20][C:21]1[CH:26]=[CH:25][N:24]=[C:23]([NH:27][C:28]([N:30]2[CH2:35][CH2:34][O:33][CH2:32][CH2:31]2)=[O:29])[CH:22]=1, predict the reactants needed to synthesize it. The reactants are: [C:1]1([CH2:7][C:8](Cl)=[O:9])[CH:6]=[CH:5][CH:4]=[CH:3][CH:2]=1.[S-:11][C:12]#[N:13].[K+].[NH2:15][C:16]1[CH:37]=[CH:36][C:19]([O:20][C:21]2[CH:26]=[CH:25][N:24]=[C:23]([NH:27][C:28]([N:30]3[CH2:35][CH2:34][O:33][CH2:32][CH2:31]3)=[O:29])[CH:22]=2)=[C:18]([CH3:38])[CH:17]=1.CN(C)C=O.